Dataset: Forward reaction prediction with 1.9M reactions from USPTO patents (1976-2016). Task: Predict the product of the given reaction. (1) Given the reactants [OH:1][CH2:2][C:3]1[NH:4][C:5]([C:8]([NH:10][CH2:11][CH:12]([CH3:14])[CH3:13])=[O:9])=[CH:6][N:7]=1, predict the reaction product. The product is: [CH:2]([C:3]1[NH:4][C:5]([C:8]([NH:10][CH2:11][CH:12]([CH3:14])[CH3:13])=[O:9])=[CH:6][N:7]=1)=[O:1]. (2) Given the reactants [Br:1][C:2]1[CH:7]=[CH:6][C:5]([N:8]2[CH2:13][CH2:12][NH:11][CH2:10][CH2:9]2)=[CH:4][CH:3]=1.C(N(CC)CC)C.[CH3:21][S:22](Cl)(=[O:24])=[O:23].O, predict the reaction product. The product is: [Br:1][C:2]1[CH:3]=[CH:4][C:5]([N:8]2[CH2:13][CH2:12][N:11]([S:22]([CH3:21])(=[O:24])=[O:23])[CH2:10][CH2:9]2)=[CH:6][CH:7]=1. (3) The product is: [C:31]([N:34]1[CH2:35][CH2:36][CH:37]([N:40]([C@H:54]2[CH2:59][CH2:58][C@H:57]([CH3:60])[CH2:56][CH2:55]2)[C:41](=[O:53])[NH:42][C:43]2[S:44][C:45]([S:48][CH2:49][C:50]([OH:52])=[O:51])=[CH:46][N:47]=2)[CH2:38][CH2:39]1)(=[O:33])[CH3:32].[C:31]([N:34]1[CH2:39][CH2:38][CH:37]([N:40]([C@H:54]2[CH2:59][CH2:58][C@H:57]([CH3:60])[CH2:56][CH2:55]2)[C:41]([NH:42][C:43]2[S:44][C:45]([S:48][CH2:49][C:50](=[O:52])[N:12]3[CH2:13][CH2:14][CH2:9][CH2:10][CH2:11]3)=[CH:46][N:47]=2)=[O:53])[CH2:36][CH2:35]1)(=[O:33])[CH3:32]. Given the reactants C[C@H]1CC[C@H](N[CH:9]2[CH2:14][CH2:13][N:12](C(=O)C)[CH2:11][CH2:10]2)CC1.C(OC(=O)CSC1SC(N)=NC=1)C.[C:31]([N:34]1[CH2:39][CH2:38][CH:37]([N:40]([C@H:54]2[CH2:59][CH2:58][C@H:57]([CH3:60])[CH2:56][CH2:55]2)[C:41](=[O:53])[NH:42][C:43]2[S:44][C:45]([S:48][CH2:49][C:50]([OH:52])=[O:51])=[CH:46][N:47]=2)[CH2:36][CH2:35]1)(=[O:33])[CH3:32].C1C=C2C(N(O)N=NC2=CC=1)=O.CCN=C=NCCCN(C)C.N1CCCCC1.C(N(C(C)C)CC)(C)C, predict the reaction product. (4) Given the reactants [CH2:1]([O:8][C:9]([N:11]1[CH2:14][CH:13]([C:15]2[CH:16]=[C:17]3[S:23][C:22](C(O)=O)=[C:21]([Br:27])[C:18]3=[N:19][CH:20]=2)[CH2:12]1)=[O:10])[C:2]1[CH:7]=[CH:6][CH:5]=[CH:4][CH:3]=1.C1C=CC(OP([O:40][C:41]2C=CC=CC=2)(N=[N+]=[N-])=O)=CC=1.CC[N:49](C(C)C)C(C)C.[C:56]([OH:60])([CH3:59])([CH3:58])[CH3:57], predict the reaction product. The product is: [Br:27][C:21]1[C:18]2=[N:19][CH:20]=[C:15]([CH:13]3[CH2:12][N:11]([C:9]([O:8][CH2:1][C:2]4[CH:3]=[CH:4][CH:5]=[CH:6][CH:7]=4)=[O:10])[CH2:14]3)[CH:16]=[C:17]2[S:23][C:22]=1[NH:49][C:41]([O:60][C:56]([CH3:59])([CH3:58])[CH3:57])=[O:40]. (5) Given the reactants C(N(CC)[CH:4]=[CH:5][C:6]([O:8][C:9]1[CH:14]=[CH:13][C:12](C2C=CC=CC=2)=[CH:11][CH:10]=1)=[O:7])C.[NH:23]1[CH2:28][CH2:27][CH:26]([CH2:29][OH:30])[CH2:25][CH2:24]1.[CH3:31][C@:32]12[CH2:48][CH2:47][CH:46]3[CH:37]([CH2:38][CH2:39]C4C=C(C#CC([O-])=O)C=CC=43)[CH:36]1[CH2:35][CH2:34][C:33]2=[O:54], predict the reaction product. The product is: [OH:30][CH2:29][CH:26]1[CH2:27][CH2:28][N:23](/[CH:4]=[CH:5]/[C:6]([O:8][C:9]2[CH:10]=[CH:11][C:12]3[CH:46]4[CH:37]([CH2:38][CH2:39][C:13]=3[CH:14]=2)[CH:36]2[C@@:32]([CH3:31])([C:33](=[O:54])[CH2:34][CH2:35]2)[CH2:48][CH2:47]4)=[O:7])[CH2:24][CH2:25]1. (6) Given the reactants Cl[C:2]1[CH:7]=[CH:6][N:5]=[CH:4][C:3]=1[N:8]1[CH2:13][C@@H:12]2[CH2:14][C@H:9]1[CH2:10][N:11]2[C:15]([O:17][C:18]([CH3:21])([CH3:20])[CH3:19])=[O:16].[C:22]1(B(O)O)[CH:27]=[CH:26][CH:25]=[CH:24][CH:23]=1.C(=O)([O-])[O-].[K+].[K+], predict the reaction product. The product is: [C:22]1([C:2]2[CH:7]=[CH:6][N:5]=[CH:4][C:3]=2[N:8]2[CH2:13][C@@H:12]3[CH2:14][C@H:9]2[CH2:10][N:11]3[C:15]([O:17][C:18]([CH3:21])([CH3:20])[CH3:19])=[O:16])[CH:27]=[CH:26][CH:25]=[CH:24][CH:23]=1. (7) Given the reactants [N:1]12[CH2:8][CH2:7][CH:4]([CH2:5][CH2:6]1)[CH:3]([C:9]([Cl:11])=[O:10])[CH2:2]2.C(N(CC)C(C)C)(C)C.[N:21]1[C:30]2[C:25](=[CH:26][C:27]([NH2:31])=[CH:28][CH:29]=2)[N:24]=[CH:23][CH:22]=1, predict the reaction product. The product is: [ClH:11].[N:21]1[C:30]2[C:25](=[CH:26][C:27]([NH:31][C:9]([CH:3]3[CH:4]4[CH2:7][CH2:8][N:1]([CH2:6][CH2:5]4)[CH2:2]3)=[O:10])=[CH:28][CH:29]=2)[N:24]=[CH:23][CH:22]=1. (8) Given the reactants C(NC1C=CC(C2C=C3C(CN([C@@H](C(C)C)C(O)=O)C3=O)=CC=2)=CC=1)(=O)C1C=CC=CC=1.[CH3:33][C:34]1[CH:66]=[CH:65][C:37]([C:38]([NH:40][C:41]2[CH:46]=[CH:45][C:44]([C:47]3[CH:55]=[C:54]4[C:50]([CH2:51][N:52]([C:57]5([C:61]([O:63]C)=[O:62])[CH2:60][CH2:59][CH2:58]5)[C:53]4=[O:56])=[CH:49][CH:48]=3)=[CH:43][CH:42]=2)=[O:39])=[CH:36][CH:35]=1, predict the reaction product. The product is: [CH3:33][C:34]1[CH:35]=[CH:36][C:37]([C:38]([NH:40][C:41]2[CH:42]=[CH:43][C:44]([C:47]3[CH:55]=[C:54]4[C:50]([CH2:51][N:52]([C:57]5([C:61]([OH:63])=[O:62])[CH2:58][CH2:59][CH2:60]5)[C:53]4=[O:56])=[CH:49][CH:48]=3)=[CH:45][CH:46]=2)=[O:39])=[CH:65][CH:66]=1. (9) Given the reactants [C:1]([NH:6][C:7]1[CH:8]=[C:9]([CH:14]=[CH:15][C:16]=1[O:17][CH3:18])[C:10]([O:12]C)=[O:11])(=[O:5])[CH:2]([CH3:4])[CH3:3].[Li+].[OH-], predict the reaction product. The product is: [C:1]([NH:6][C:7]1[CH:8]=[C:9]([CH:14]=[CH:15][C:16]=1[O:17][CH3:18])[C:10]([OH:12])=[O:11])(=[O:5])[CH:2]([CH3:4])[CH3:3]. (10) Given the reactants [F:1][C:2]1[CH:3]=[C:4]([CH:12]=[C:13]([F:17])[C:14]=1[CH:15]=[O:16])[C:5]([O:7][C:8]([CH3:11])([CH3:10])[CH3:9])=[O:6].[BH4-].[Na+], predict the reaction product. The product is: [F:1][C:2]1[CH:3]=[C:4]([CH:12]=[C:13]([F:17])[C:14]=1[CH2:15][OH:16])[C:5]([O:7][C:8]([CH3:11])([CH3:10])[CH3:9])=[O:6].